Dataset: Catalyst prediction with 721,799 reactions and 888 catalyst types from USPTO. Task: Predict which catalyst facilitates the given reaction. Product: [Cl:1][C:2]1[CH:3]=[CH:4][C:5]([S:8]([N:11]([CH2:31][C:21]2[CH:22]=[CH:23][C:24]([C:25]([NH2:27])=[O:26])=[CH:28][CH:29]=2)[C@@H:12]2[CH2:18][CH2:17][CH2:16][CH2:15][NH:14][C:13]2=[O:19])(=[O:10])=[O:9])=[CH:6][CH:7]=1. Reactant: [Cl:1][C:2]1[CH:7]=[CH:6][C:5]([S:8]([NH:11][C@@H:12]2[CH2:18][CH2:17][CH2:16][CH2:15][NH:14][C:13]2=[O:19])(=[O:10])=[O:9])=[CH:4][CH:3]=1.Br[C:21]1[CH:29]=[CH:28][C:24]([C:25]([NH2:27])=[O:26])=[C:23](C)[CH:22]=1.[C:31]([O-])([O-])=O.[K+].[K+]. The catalyst class is: 3.